Dataset: Full USPTO retrosynthesis dataset with 1.9M reactions from patents (1976-2016). Task: Predict the reactants needed to synthesize the given product. (1) Given the product [Cl:37][C:33]1[CH:32]=[C:31]([CH:36]=[CH:35][CH:34]=1)[CH2:30][N:20]1[N:19]=[C:18]([C:10]2[C:11]3[C:16](=[CH:15][CH:14]=[C:13]([F:17])[CH:12]=3)[N:8]([CH2:7][C:6]([OH:39])=[O:5])[C:9]=2[CH3:38])[C:23]2[CH:24]=[CH:25][CH:26]=[CH:27][C:22]=2[S:21]1(=[O:28])=[O:29], predict the reactants needed to synthesize it. The reactants are: C([O:5][C:6](=[O:39])[CH2:7][N:8]1[C:16]2[C:11](=[CH:12][C:13]([F:17])=[CH:14][CH:15]=2)[C:10]([C:18]2[C:23]3[CH:24]=[CH:25][CH:26]=[CH:27][C:22]=3[S:21](=[O:29])(=[O:28])[N:20]([CH2:30][C:31]3[CH:36]=[CH:35][CH:34]=[C:33]([Cl:37])[CH:32]=3)[N:19]=2)=[C:9]1[CH3:38])(C)(C)C.C(O)(C(F)(F)F)=O. (2) The reactants are: Cl.Cl.Cl.[NH2:4][C@H:5]([C:10]1[N:11]=[C:12]([NH:15][C:16]2[CH:21]=[CH:20][C:19]([N:22]3[CH:26]=[C:25]([CH3:27])[N:24]=[CH:23]3)=[C:18]([O:28][CH3:29])[CH:17]=2)[S:13][CH:14]=1)[CH2:6][CH:7]([CH3:9])[CH3:8].[C:30](Cl)(=[O:35])[C:31]([CH3:34])([CH3:33])[CH3:32].C(N(CC)CC)C. Given the product [CH3:29][O:28][C:18]1[CH:17]=[C:16]([NH:15][C:12]2[S:13][CH:14]=[C:10]([C@@H:5]([NH:4][C:30](=[O:35])[C:31]([CH3:34])([CH3:33])[CH3:32])[CH2:6][CH:7]([CH3:8])[CH3:9])[N:11]=2)[CH:21]=[CH:20][C:19]=1[N:22]1[CH:26]=[C:25]([CH3:27])[N:24]=[CH:23]1, predict the reactants needed to synthesize it. (3) Given the product [F:21][C:6]1[CH:7]=[C:8]([O:12][C:13]2[CH:18]=[CH:17][C:16]([O:19][CH3:20])=[CH:15][CH:14]=2)[CH:9]=[C:10]([CH3:11])[C:5]=1[C:3]1[N:22]=[C:23]([NH2:25])[S:24][CH:2]=1, predict the reactants needed to synthesize it. The reactants are: Br[CH2:2][C:3]([C:5]1[C:10]([CH3:11])=[CH:9][C:8]([O:12][C:13]2[CH:18]=[CH:17][C:16]([O:19][CH3:20])=[CH:15][CH:14]=2)=[CH:7][C:6]=1[F:21])=O.[NH2:22][C:23]([NH2:25])=[S:24]. (4) Given the product [C:2]1([CH3:3])[CH:4]=[C:5]([CH3:6])[CH:7]=[C:8]([CH3:9])[C:1]=1[N:27]=[N:26][NH:25][C:28]1[C:33]([CH3:34])=[CH:32][C:31]([CH3:35])=[CH:30][C:29]=1[CH3:36], predict the reactants needed to synthesize it. The reactants are: [C:1]1([Mg]Br)[C:8]([CH3:9])=[CH:7][C:5]([CH3:6])=[CH:4][C:2]=1[CH3:3].[Li+].[Cl-].[Mg].BrC1C(C)=CC(C)=CC=1C.[N:25]([C:28]1[C:33]([CH3:34])=[CH:32][C:31]([CH3:35])=[CH:30][C:29]=1[CH3:36])=[N+:26]=[N-:27].